Dataset: NCI-60 drug combinations with 297,098 pairs across 59 cell lines. Task: Regression. Given two drug SMILES strings and cell line genomic features, predict the synergy score measuring deviation from expected non-interaction effect. (1) Synergy scores: CSS=-1.56, Synergy_ZIP=1.84, Synergy_Bliss=-0.439, Synergy_Loewe=0.676, Synergy_HSA=-4.26. Cell line: NCI-H460. Drug 1: C1=CC(=CC=C1C#N)C(C2=CC=C(C=C2)C#N)N3C=NC=N3. Drug 2: CN(C(=O)NC(C=O)C(C(C(CO)O)O)O)N=O. (2) Drug 1: CCN(CC)CCNC(=O)C1=C(NC(=C1C)C=C2C3=C(C=CC(=C3)F)NC2=O)C. Drug 2: CC(C)(C#N)C1=CC(=CC(=C1)CN2C=NC=N2)C(C)(C)C#N. Cell line: OVCAR-8. Synergy scores: CSS=-0.401, Synergy_ZIP=0.603, Synergy_Bliss=0.865, Synergy_Loewe=-2.49, Synergy_HSA=-1.96. (3) Drug 1: C1CC(C1)(C(=O)O)C(=O)O.[NH2-].[NH2-].[Pt+2]. Drug 2: C1CN1C2=NC(=NC(=N2)N3CC3)N4CC4. Cell line: SF-539. Synergy scores: CSS=62.8, Synergy_ZIP=-2.27, Synergy_Bliss=-0.441, Synergy_Loewe=-19.3, Synergy_HSA=2.64. (4) Drug 1: C1CN(CCN1C(=O)CCBr)C(=O)CCBr. Drug 2: CC1=C(C(=O)C2=C(C1=O)N3CC4C(C3(C2COC(=O)N)OC)N4)N. Cell line: MDA-MB-435. Synergy scores: CSS=21.4, Synergy_ZIP=-8.31, Synergy_Bliss=-10.1, Synergy_Loewe=-12.2, Synergy_HSA=-7.35. (5) Drug 1: CC12CCC(CC1=CCC3C2CCC4(C3CC=C4C5=CN=CC=C5)C)O. Drug 2: C1CCN(CC1)CCOC2=CC=C(C=C2)C(=O)C3=C(SC4=C3C=CC(=C4)O)C5=CC=C(C=C5)O. Cell line: LOX IMVI. Synergy scores: CSS=2.52, Synergy_ZIP=-7.98, Synergy_Bliss=-15.2, Synergy_Loewe=-14.9, Synergy_HSA=-13.1.